The task is: Regression. Given two drug SMILES strings and cell line genomic features, predict the synergy score measuring deviation from expected non-interaction effect.. This data is from NCI-60 drug combinations with 297,098 pairs across 59 cell lines. (1) Drug 1: CC=C1C(=O)NC(C(=O)OC2CC(=O)NC(C(=O)NC(CSSCCC=C2)C(=O)N1)C(C)C)C(C)C. Drug 2: C1CN1C2=NC(=NC(=N2)N3CC3)N4CC4. Cell line: NCIH23. Synergy scores: CSS=60.6, Synergy_ZIP=3.89, Synergy_Bliss=3.91, Synergy_Loewe=-1.20, Synergy_HSA=7.58. (2) Drug 1: CC12CCC3C(C1CCC2=O)CC(=C)C4=CC(=O)C=CC34C. Drug 2: CN(C)C1=NC(=NC(=N1)N(C)C)N(C)C. Cell line: SN12C. Synergy scores: CSS=11.2, Synergy_ZIP=3.32, Synergy_Bliss=-0.175, Synergy_Loewe=-29.4, Synergy_HSA=-0.777. (3) Drug 1: CCC(=C(C1=CC=CC=C1)C2=CC=C(C=C2)OCCN(C)C)C3=CC=CC=C3.C(C(=O)O)C(CC(=O)O)(C(=O)O)O. Cell line: PC-3. Drug 2: C1=CC=C(C(=C1)C(C2=CC=C(C=C2)Cl)C(Cl)Cl)Cl. Synergy scores: CSS=5.12, Synergy_ZIP=9.69, Synergy_Bliss=1.60, Synergy_Loewe=-3.68, Synergy_HSA=-0.157. (4) Drug 1: C1=CC=C(C(=C1)C(C2=CC=C(C=C2)Cl)C(Cl)Cl)Cl. Drug 2: CCN(CC)CCCC(C)NC1=C2C=C(C=CC2=NC3=C1C=CC(=C3)Cl)OC. Cell line: DU-145. Synergy scores: CSS=6.80, Synergy_ZIP=0.985, Synergy_Bliss=3.89, Synergy_Loewe=-13.3, Synergy_HSA=2.27. (5) Drug 1: C1C(C(OC1N2C=C(C(=O)NC2=O)F)CO)O. Drug 2: CCC1=C2CN3C(=CC4=C(C3=O)COC(=O)C4(CC)O)C2=NC5=C1C=C(C=C5)O. Cell line: HL-60(TB). Synergy scores: CSS=22.7, Synergy_ZIP=-7.97, Synergy_Bliss=-3.42, Synergy_Loewe=-21.3, Synergy_HSA=-9.68. (6) Drug 1: CC1=C2C(C(=O)C3(C(CC4C(C3C(C(C2(C)C)(CC1OC(=O)C(C(C5=CC=CC=C5)NC(=O)OC(C)(C)C)O)O)OC(=O)C6=CC=CC=C6)(CO4)OC(=O)C)OC)C)OC. Drug 2: C(CCl)NC(=O)N(CCCl)N=O. Cell line: A549. Synergy scores: CSS=36.1, Synergy_ZIP=3.06, Synergy_Bliss=-0.628, Synergy_Loewe=-29.8, Synergy_HSA=-2.26.